From a dataset of Full USPTO retrosynthesis dataset with 1.9M reactions from patents (1976-2016). Predict the reactants needed to synthesize the given product. Given the product [F:16][C:17]1[CH:22]=[CH:21][C:20]([C:23]2[N:24]=[C:25]3[CH:30]=[CH:29][C:28]([N:31]4[CH2:32][CH2:33][N:34]([CH:8]5[CH2:10][CH2:9]5)[CH2:35][CH2:36]4)=[N:27][N:26]3[C:37]=2[C:38]2[CH:43]=[CH:42][N:41]=[N:40][CH:39]=2)=[CH:19][CH:18]=1, predict the reactants needed to synthesize it. The reactants are: C(O)(=O)C.C(O[C:8]1(O[Si](C)(C)C)[CH2:10][CH2:9]1)C.[F:16][C:17]1[CH:22]=[CH:21][C:20]([C:23]2[N:24]=[C:25]3[CH:30]=[CH:29][C:28]([N:31]4[CH2:36][CH2:35][NH:34][CH2:33][CH2:32]4)=[N:27][N:26]3[C:37]=2[C:38]2[CH:43]=[CH:42][N:41]=[N:40][CH:39]=2)=[CH:19][CH:18]=1.C([BH3-])#N.[Na+].